Dataset: Full USPTO retrosynthesis dataset with 1.9M reactions from patents (1976-2016). Task: Predict the reactants needed to synthesize the given product. (1) Given the product [Si:6]([O:5][CH2:4][C:3]1[CH:13]=[CH:14][CH:15]=[CH:16][C:2]=1[C:35]1[N:21]2[CH:22]=[CH:23][CH:24]=[CH:25][C:20]2=[N:19][C:18]=1[Cl:17])([C:9]([CH3:12])([CH3:11])[CH3:10])([CH3:8])[CH3:7], predict the reactants needed to synthesize it. The reactants are: Br[C:2]1[CH:16]=[CH:15][CH:14]=[CH:13][C:3]=1[CH2:4][O:5][Si:6]([C:9]([CH3:12])([CH3:11])[CH3:10])([CH3:8])[CH3:7].[Cl:17][C:18]1[N:19]=[C:20]2[CH:25]=[CH:24][C:23](B3OC(C)(C)C(C)(C)O3)=[CH:22][N:21]2[CH:35]=1.C(=O)([O-])[O-].[Cs+].[Cs+]. (2) Given the product [CH2:29]([O:28][C:26](=[O:27])[C@@H:25]([NH:21][C:19]([O:18][C:14]([CH3:17])([CH3:16])[CH3:15])=[O:20])[CH2:24][O:11][C:3]1[C:4]([N+:8]([O-:10])=[O:9])=[CH:5][CH:6]=[CH:7][C:2]=1[CH3:1])[C:30]1[CH:31]=[CH:32][CH:33]=[CH:34][CH:35]=1, predict the reactants needed to synthesize it. The reactants are: [CH3:1][C:2]1[CH:7]=[CH:6][CH:5]=[C:4]([N+:8]([O-:10])=[O:9])[C:3]=1[OH:11].[H-].[Na+].[C:14]([O:18][C:19]([N:21]1[C@H:25]([C:26]([O:28][CH2:29][C:30]2[CH:35]=[CH:34][CH:33]=[CH:32][CH:31]=2)=[O:27])[CH2:24]OS1(=O)=O)=[O:20])([CH3:17])([CH3:16])[CH3:15].